Dataset: Peptide-MHC class I binding affinity with 185,985 pairs from IEDB/IMGT. Task: Regression. Given a peptide amino acid sequence and an MHC pseudo amino acid sequence, predict their binding affinity value. This is MHC class I binding data. (1) The peptide sequence is SLYYTIATI. The MHC is HLA-A02:01 with pseudo-sequence HLA-A02:01. The binding affinity (normalized) is 0.239. (2) The peptide sequence is VTDGGEVGE. The MHC is HLA-B35:01 with pseudo-sequence HLA-B35:01. The binding affinity (normalized) is 0.0847. (3) The peptide sequence is RDKTEAILQL. The MHC is H-2-Kb with pseudo-sequence H-2-Kb. The binding affinity (normalized) is 0. (4) The peptide sequence is QNGALAINTF. The MHC is HLA-A23:01 with pseudo-sequence HLA-A23:01. The binding affinity (normalized) is 0.153. (5) The peptide sequence is MQQSGDEAF. The MHC is HLA-A69:01 with pseudo-sequence HLA-A69:01. The binding affinity (normalized) is 0.0847. (6) The peptide sequence is FTMRLLSPV. The MHC is HLA-B15:42 with pseudo-sequence HLA-B15:42. The binding affinity (normalized) is 0.213. (7) The peptide sequence is TAFTIPSI. The MHC is HLA-B54:01 with pseudo-sequence HLA-B54:01. The binding affinity (normalized) is 0.751. (8) The MHC is HLA-B44:02 with pseudo-sequence HLA-B44:02. The peptide sequence is CRAPRKKGC. The binding affinity (normalized) is 0.102. (9) The peptide sequence is RSLYNTVATLY. The MHC is HLA-A68:02 with pseudo-sequence HLA-A68:02. The binding affinity (normalized) is 0. (10) The peptide sequence is MPMKGRFPI. The MHC is HLA-C06:02 with pseudo-sequence HLA-C06:02. The binding affinity (normalized) is 0.0847.